Predict the product of the given reaction. From a dataset of Forward reaction prediction with 1.9M reactions from USPTO patents (1976-2016). Given the reactants Br[C:2]1[CH:3]=[N:4][C:5]2[N:6]([CH:8]=[C:9]([CH2:11][O:12][C:13]3[CH:18]=[CH:17][C:16]([F:19])=[CH:15][CH:14]=3)[N:10]=2)[CH:7]=1.[NH2:20][C:21]1[CH:26]=[CH:25][C:24]([CH3:27])=[CH:23][C:22]=1B(O)O, predict the reaction product. The product is: [F:19][C:16]1[CH:17]=[CH:18][C:13]([O:12][CH2:11][C:9]2[N:10]=[C:5]3[N:4]=[CH:3][C:2]([C:22]4[CH:23]=[C:24]([CH3:27])[CH:25]=[CH:26][C:21]=4[NH2:20])=[CH:7][N:6]3[CH:8]=2)=[CH:14][CH:15]=1.